Dataset: Catalyst prediction with 721,799 reactions and 888 catalyst types from USPTO. Task: Predict which catalyst facilitates the given reaction. (1) Reactant: [C:1]([O:4][CH:5]1[C:9]2=[N:10][CH:11]=[C:12]([NH2:29])[C:13]([N:14]3[CH2:19][C@H:18]([CH3:20])[CH2:17][C@H:16]([NH:21][C:22]([O:24][C:25]([CH3:28])([CH3:27])[CH3:26])=[O:23])[CH2:15]3)=[C:8]2[CH2:7][CH2:6]1)(=[O:3])[CH3:2].[F:30][C:31]1[CH:36]=[C:35]([C:37]([OH:40])([CH3:39])[CH3:38])[CH:34]=[C:33]([F:41])[C:32]=1[C:42]1[N:47]=[C:46]([C:48](O)=[O:49])[CH:45]=[CH:44][C:43]=1[F:51].CN(C(ON1N=NC2C=CC=NC1=2)=[N+](C)C)C.F[P-](F)(F)(F)(F)F.CCN(C(C)C)C(C)C. Product: [C:1]([O:4][CH:5]1[C:9]2=[N:10][CH:11]=[C:12]([NH:29][C:48]([C:46]3[CH:45]=[CH:44][C:43]([F:51])=[C:42]([C:32]4[C:31]([F:30])=[CH:36][C:35]([C:37]([OH:40])([CH3:39])[CH3:38])=[CH:34][C:33]=4[F:41])[N:47]=3)=[O:49])[C:13]([N:14]3[CH2:19][C@H:18]([CH3:20])[CH2:17][C@H:16]([NH:21][C:22]([O:24][C:25]([CH3:28])([CH3:27])[CH3:26])=[O:23])[CH2:15]3)=[C:8]2[CH2:7][CH2:6]1)(=[O:3])[CH3:2]. The catalyst class is: 3. (2) Reactant: [Cl:1][C:2]1[C:3](F)=[C:4]([C:8]2[C:17]3[C:12](=[CH:13][CH:14]=[CH:15][CH:16]=3)[CH:11]=[CH:10][C:9]=2[OH:18])[CH:5]=[CH:6][CH:7]=1.CN1CCCC1=O.C(=O)([O-])[O-].[K+].[K+].Cl. Product: [Cl:1][C:2]1[C:3]2[O:18][C:9]3[CH:10]=[CH:11][C:12]4[CH:13]=[CH:14][CH:15]=[CH:16][C:17]=4[C:8]=3[C:4]=2[CH:5]=[CH:6][CH:7]=1. The catalyst class is: 84. (3) Reactant: [N+:1]([C:4]1[CH:20]=[CH:19][C:7]([O:8][CH2:9][C:10]2[N:11]=[C:12]([NH:15][C:16](=[O:18])[CH3:17])[S:13][CH:14]=2)=[CH:6][CH:5]=1)([O-])=O.[H][H]. Product: [NH2:1][C:4]1[CH:20]=[CH:19][C:7]([O:8][CH2:9][C:10]2[N:11]=[C:12]([NH:15][C:16](=[O:18])[CH3:17])[S:13][CH:14]=2)=[CH:6][CH:5]=1. The catalyst class is: 19. (4) Reactant: C[O:2][C:3]([C:5]1[S:6][C:7]([C:28]#[C:29][C:30]([CH3:33])([CH3:32])[CH3:31])=[CH:8][C:9]=1[N:10]([C:18](=[O:27])[C:19]1[CH:24]=[CH:23][C:22]([CH3:25])=[CH:21][C:20]=1[CH3:26])[C@H:11]1[CH2:16][CH2:15][C@H:14]([OH:17])[CH2:13][CH2:12]1)=[O:4].C1COCC1.[H-].[OH-].[Li+].Cl. Product: [CH3:26][C:20]1[CH:21]=[C:22]([CH3:25])[CH:23]=[CH:24][C:19]=1[C:18]([N:10]([C@H:11]1[CH2:12][CH2:13][C@H:14]([OH:17])[CH2:15][CH2:16]1)[C:9]1[CH:8]=[C:7]([C:28]#[C:29][C:30]([CH3:33])([CH3:32])[CH3:31])[S:6][C:5]=1[C:3]([OH:4])=[O:2])=[O:27]. The catalyst class is: 72. (5) Reactant: [N:1]12[CH2:8][CH2:7][CH:4]([CH2:5][CH2:6]1)[CH:3]([O:9][C:10]1[N:15]=[CH:14][C:13]([C:16]3[CH:17]=[C:18]([CH:20]=[CH:21][CH:22]=3)[NH2:19])=[CH:12][N:11]=1)[CH2:2]2.[C:23]([OH:30])(=[O:29])/[CH:24]=[CH:25]/[C:26]([OH:28])=[O:27]. Product: [C:23]([OH:30])(=[O:29])/[CH:24]=[CH:25]/[C:26]([OH:28])=[O:27].[N:1]12[CH2:6][CH2:5][CH:4]([CH2:7][CH2:8]1)[CH:3]([O:9][C:10]1[N:15]=[CH:14][C:13]([C:16]3[CH:17]=[C:18]([CH:20]=[CH:21][CH:22]=3)[NH2:19])=[CH:12][N:11]=1)[CH2:2]2.[N:1]12[CH2:6][CH2:5][CH:4]([CH2:7][CH2:8]1)[CH:3]([O:9][C:10]1[N:15]=[CH:14][C:13]([C:16]3[CH:17]=[C:18]([CH:20]=[CH:21][CH:22]=3)[NH2:19])=[CH:12][N:11]=1)[CH2:2]2. The catalyst class is: 336. (6) Reactant: [CH2:1]([N:8]1[C:13](=[O:14])[CH:12]=[C:11]2[S:15][CH:16]=[CH:17][N:10]2[C:9]1=[O:18])[C:2]1[CH:7]=[CH:6][CH:5]=[CH:4][CH:3]=1.C[Si](C)(C)N[Si](C)(C)C.[Li].[CH:29](=[O:36])[C:30]1[CH:35]=[CH:34][CH:33]=[CH:32][CH:31]=1. Product: [CH2:1]([N:8]1[C:13](=[O:14])[CH:12]=[C:11]2[S:15][C:16]([CH:29]([OH:36])[C:30]3[CH:35]=[CH:34][CH:33]=[CH:32][CH:31]=3)=[CH:17][N:10]2[C:9]1=[O:18])[C:2]1[CH:3]=[CH:4][CH:5]=[CH:6][CH:7]=1. The catalyst class is: 1.